Dataset: Merck oncology drug combination screen with 23,052 pairs across 39 cell lines. Task: Regression. Given two drug SMILES strings and cell line genomic features, predict the synergy score measuring deviation from expected non-interaction effect. (1) Drug 1: O=C(NOCC(O)CO)c1ccc(F)c(F)c1Nc1ccc(I)cc1F. Drug 2: CC(C)CC(NC(=O)C(Cc1ccccc1)NC(=O)c1cnccn1)B(O)O. Cell line: PA1. Synergy scores: synergy=4.88. (2) Drug 1: COC1=C2CC(C)CC(OC)C(O)C(C)C=C(C)C(OC(N)=O)C(OC)C=CC=C(C)C(=O)NC(=CC1=O)C2=O. Drug 2: Cn1cc(-c2cnn3c(N)c(Br)c(C4CCCNC4)nc23)cn1. Cell line: LNCAP. Synergy scores: synergy=-105. (3) Drug 1: CC1CC2C3CCC4=CC(=O)C=CC4(C)C3(F)C(O)CC2(C)C1(O)C(=O)CO. Drug 2: C=CCn1c(=O)c2cnc(Nc3ccc(N4CCN(C)CC4)cc3)nc2n1-c1cccc(C(C)(C)O)n1. Cell line: RPMI7951. Synergy scores: synergy=-13.6. (4) Drug 1: CC1(c2nc3c(C(N)=O)cccc3[nH]2)CCCN1. Drug 2: Cn1c(=O)n(-c2ccc(C(C)(C)C#N)cc2)c2c3cc(-c4cnc5ccccc5c4)ccc3ncc21. Cell line: HT29. Synergy scores: synergy=24.1. (5) Drug 1: O=C(CCCCCCC(=O)Nc1ccccc1)NO. Drug 2: C=CCn1c(=O)c2cnc(Nc3ccc(N4CCN(C)CC4)cc3)nc2n1-c1cccc(C(C)(C)O)n1. Cell line: SKMES1. Synergy scores: synergy=25.9. (6) Drug 1: CC1CC2C3CCC4=CC(=O)C=CC4(C)C3(F)C(O)CC2(C)C1(O)C(=O)CO. Drug 2: CCc1cnn2c(NCc3ccc[n+]([O-])c3)cc(N3CCCCC3CCO)nc12. Cell line: T47D. Synergy scores: synergy=-31.8. (7) Drug 1: N.N.O=C(O)C1(C(=O)O)CCC1.[Pt]. Drug 2: CC(C)CC(NC(=O)C(Cc1ccccc1)NC(=O)c1cnccn1)B(O)O. Cell line: ZR751. Synergy scores: synergy=30.4. (8) Drug 1: Cn1nnc2c(C(N)=O)ncn2c1=O. Drug 2: CS(=O)(=O)CCNCc1ccc(-c2ccc3ncnc(Nc4ccc(OCc5cccc(F)c5)c(Cl)c4)c3c2)o1. Cell line: A2780. Synergy scores: synergy=22.5. (9) Drug 1: C#Cc1cccc(Nc2ncnc3cc(OCCOC)c(OCCOC)cc23)c1. Drug 2: CC1(c2nc3c(C(N)=O)cccc3[nH]2)CCCN1. Cell line: ES2. Synergy scores: synergy=-12.4.